Dataset: Full USPTO retrosynthesis dataset with 1.9M reactions from patents (1976-2016). Task: Predict the reactants needed to synthesize the given product. (1) Given the product [NH2:1][C:2]1[N:7]=[CH:6][N:5]=[C:4]2[N:8]([CH2:20][C:21]3([OH:34])[CH2:22][CH2:23][N:24]([C:27]([O:29][C:30]([CH3:31])([CH3:33])[CH3:32])=[O:28])[CH2:25][CH2:26]3)[N:9]=[C:10]([C:11]3[CH:16]=[CH:15][C:14]([NH:17][C:44]([C@@H:42]4[CH2:43][C@H:41]4[C:35]4[CH:40]=[CH:39][CH:38]=[CH:37][CH:36]=4)=[O:45])=[C:13]([O:18][CH3:19])[CH:12]=3)[C:3]=12, predict the reactants needed to synthesize it. The reactants are: [NH2:1][C:2]1[N:7]=[CH:6][N:5]=[C:4]2[N:8]([CH2:20][C:21]3([OH:34])[CH2:26][CH2:25][N:24]([C:27]([O:29][C:30]([CH3:33])([CH3:32])[CH3:31])=[O:28])[CH2:23][CH2:22]3)[N:9]=[C:10]([C:11]3[CH:16]=[CH:15][C:14]([NH2:17])=[C:13]([O:18][CH3:19])[CH:12]=3)[C:3]=12.[C:35]1([C@@H:41]2[CH2:43][C@H:42]2[C:44](Cl)=[O:45])[CH:40]=[CH:39][CH:38]=[CH:37][CH:36]=1. (2) Given the product [C:22]([C:2]1[CH:7]=[CH:6][C:5]([C:8]([CH3:12])([CH3:11])[C:9]#[N:10])=[C:4]([Cl:13])[CH:3]=1)(=[O:24])[CH3:23], predict the reactants needed to synthesize it. The reactants are: Br[C:2]1[CH:7]=[CH:6][C:5]([C:8]([CH3:12])([CH3:11])[C:9]#[N:10])=[C:4]([Cl:13])[CH:3]=1.C([Li])CCC.CON(C)[C:22](=[O:24])[CH3:23]. (3) Given the product [C:1]([NH:4][CH2:5][CH2:6][O:7][C:8](=[O:28])[CH:9]([C:21]1[CH:26]=[CH:25][C:24]([Cl:27])=[CH:23][CH:22]=1)[O:10][C:11]1[CH:16]=[CH:15][CH:14]=[C:13]([C:17]([F:18])([F:19])[F:20])[CH:12]=1)(=[O:3])[CH3:2], predict the reactants needed to synthesize it. The reactants are: [C:1]([NH:4][CH2:5][CH2:6][O:7][C:8](=[O:28])[C@@H:9]([C:21]1[CH:26]=[CH:25][C:24]([Cl:27])=[CH:23][CH:22]=1)[O:10][C:11]1[CH:16]=[CH:15][CH:14]=[C:13]([C:17]([F:20])([F:19])[F:18])[CH:12]=1)(=[O:3])[CH3:2]. (4) Given the product [Br:1][C:2]1[CH:7]=[CH:6][C:5]([F:8])=[CH:4][C:3]=1[N:9]1[C:13]([CH2:14][OH:15])=[N:12][CH:11]=[N:10]1, predict the reactants needed to synthesize it. The reactants are: [Br:1][C:2]1[CH:7]=[CH:6][C:5]([F:8])=[CH:4][C:3]=1[N:9]1[CH:13]=[N:12][CH:11]=[N:10]1.[CH2:14]=[O:15]. (5) Given the product [CH3:12][O:7][C:6](=[O:8])[C:5]1[CH:9]=[CH:10][C:2]([Br:1])=[C:3]([OH:11])[CH:4]=1, predict the reactants needed to synthesize it. The reactants are: [Br:1][C:2]1[CH:10]=[CH:9][C:5]([C:6]([OH:8])=[O:7])=[CH:4][C:3]=1[OH:11].[CH3:12]O. (6) Given the product [C:1]([O:5][C:6](=[O:7])[NH:8][C@@H:9]([CH:13]1[CH2:18][CH2:17][CH2:16][CH2:15][CH2:14]1)[C:10]([N:53]1[CH2:57][CH2:56][CH2:55][C@H:54]1[C:58]1[CH:63]=[CH:62][N:61]=[C:60]([N:64]2[C:72]3[C:67](=[CH:68][CH:69]=[CH:70][CH:71]=3)[CH2:66][CH2:65]2)[CH:59]=1)=[O:12])([CH3:2])([CH3:3])[CH3:4], predict the reactants needed to synthesize it. The reactants are: [C:1]([O:5][C:6]([NH:8][C@@H:9]([CH:13]1[CH2:18][CH2:17][CH2:16][CH2:15][CH2:14]1)[C:10]([OH:12])=O)=[O:7])([CH3:4])([CH3:3])[CH3:2].C1C=CC2N(O)N=NC=2C=1.CN(C(ON1N=NC2C=CC=CC1=2)=[N+](C)C)C.F[P-](F)(F)(F)(F)F.[NH:53]1[CH2:57][CH2:56][CH2:55][C@H:54]1[C:58]1[CH:63]=[CH:62][N:61]=[C:60]([N:64]2[C:72]3[C:67](=[CH:68][CH:69]=[CH:70][CH:71]=3)[CH2:66][CH2:65]2)[CH:59]=1.C(NC(C)C)(C)C. (7) Given the product [F:1][C:2]1[CH:7]=[CH:6][C:5]([CH2:8][C:9]2[CH:18]=[C:17]3[C:12]([C:13]([OH:30])=[C:14]([C:25]([NH:31][C@H:32]([CH3:35])[CH2:33][OH:34])=[O:26])[C:15](=[O:24])[N:16]3[CH2:19][C:20]([F:23])([F:22])[F:21])=[N:11][CH:10]=2)=[CH:4][CH:3]=1, predict the reactants needed to synthesize it. The reactants are: [F:1][C:2]1[CH:7]=[CH:6][C:5]([CH2:8][C:9]2[CH:18]=[C:17]3[C:12]([C:13]([OH:30])=[C:14]([C:25](OCC)=[O:26])[C:15](=[O:24])[N:16]3[CH2:19][C:20]([F:23])([F:22])[F:21])=[N:11][CH:10]=2)=[CH:4][CH:3]=1.[NH2:31][C@H:32]([CH3:35])[CH2:33][OH:34]. (8) Given the product [C:33]([C:31]1[S:32][C:25]2[C:24]([N:21]3[CH2:22][CH2:23][N:18]([CH2:17][CH2:16][NH:15][C:52]([C:51]4[CH:50]=[C:49]([CH:57]=[CH:56][CH:55]=4)[C:47]([NH:46][CH2:45][CH2:44][NH:43][C:41](=[O:42])[O:40][C:36]([CH3:37])([CH3:38])[CH3:39])=[O:48])=[O:53])[CH2:19][CH2:20]3)=[N:29][CH:28]=[N:27][C:26]=2[CH:30]=1)(=[O:34])[NH2:35], predict the reactants needed to synthesize it. The reactants are: FC(F)(F)C(O)=O.FC(F)(F)C(O)=O.[NH2:15][CH2:16][CH2:17][N:18]1[CH2:23][CH2:22][N:21]([C:24]2[C:25]3[S:32][C:31]([C:33]([NH2:35])=[O:34])=[CH:30][C:26]=3[N:27]=[CH:28][N:29]=2)[CH2:20][CH2:19]1.[C:36]([O:40][C:41]([NH:43][CH2:44][CH2:45][NH:46][C:47]([C:49]1[CH:50]=[C:51]([CH:55]=[CH:56][CH:57]=1)[C:52](O)=[O:53])=[O:48])=[O:42])([CH3:39])([CH3:38])[CH3:37].CN(C(ON1N=NC2C=CC=NC1=2)=[N+](C)C)C.F[P-](F)(F)(F)(F)F. (9) Given the product [CH:34]([Si:17]([CH:14]([CH3:16])[CH3:15])([CH:31]([CH3:33])[CH3:32])[O:18][CH:19]1[C:25]2=[N:26][CH:27]=[CH:28][CH:29]=[C:24]2[CH2:23][C:22](=[O:30])[CH2:21][CH2:20]1)([CH3:36])[CH3:35], predict the reactants needed to synthesize it. The reactants are: C(Cl)(=O)C(Cl)=O.C(Cl)Cl.CS(C)=O.[CH:14]([Si:17]([CH:34]([CH3:36])[CH3:35])([CH:31]([CH3:33])[CH3:32])[O:18][CH:19]1[C:25]2=[N:26][CH:27]=[CH:28][CH:29]=[C:24]2[CH2:23][CH:22]([OH:30])[CH2:21][CH2:20]1)([CH3:16])[CH3:15].